Dataset: Catalyst prediction with 721,799 reactions and 888 catalyst types from USPTO. Task: Predict which catalyst facilitates the given reaction. Reactant: [CH3:1][NH:2][CH2:3][CH2:4][C@H:5]([O:11]C1C=CC=C2C=CC=CC=12)[C:6]1[S:10][CH:9]=[CH:8][CH:7]=1.[C:22]([O-])(=O)/C=C\C([O-])=O.[OH-].[Na+]. Product: [CH3:22][N:2]([CH3:1])[CH2:3][CH2:4][C@@H:5]([C:6]1[S:10][CH:9]=[CH:8][CH:7]=1)[OH:11]. The catalyst class is: 6.